From a dataset of NCI-60 drug combinations with 297,098 pairs across 59 cell lines. Regression. Given two drug SMILES strings and cell line genomic features, predict the synergy score measuring deviation from expected non-interaction effect. Drug 1: CN(CCCl)CCCl.Cl. Drug 2: C1CCC(C(C1)N)N.C(=O)(C(=O)[O-])[O-].[Pt+4]. Cell line: NCI-H322M. Synergy scores: CSS=-6.19, Synergy_ZIP=4.69, Synergy_Bliss=5.21, Synergy_Loewe=-2.43, Synergy_HSA=-3.01.